Predict the reactants needed to synthesize the given product. From a dataset of Full USPTO retrosynthesis dataset with 1.9M reactions from patents (1976-2016). (1) Given the product [F:31][C:4]1[CH:3]=[C:2]([NH:1][C:46]([C:41]2[C:40](=[O:49])[N:39]([C:36]3[CH:35]=[CH:34][C:33]([F:32])=[CH:38][CH:37]=3)[C:44]([CH3:45])=[CH:43][CH:42]=2)=[O:47])[CH:30]=[CH:29][C:5]=1[O:6][C:7]1[CH:8]=[C:9]2[C:13](=[CH:14][C:15]=1[C:16]1[CH:17]=[N:18][NH:19][CH:20]=1)[N:12]([CH3:28])[N:11]=[CH:10]2.[F:31][C:4]1[CH:3]=[C:2]([NH:1][C:46]([C:41]2[C:40](=[O:49])[N:39]([C:36]3[CH:35]=[CH:34][C:33]([F:32])=[CH:38][CH:37]=3)[C:44]([CH3:45])=[CH:43][CH:42]=2)=[O:48])[CH:30]=[CH:29][C:5]=1[O:6][C:7]1[CH:8]=[C:9]2[C:13](=[CH:14][C:15]=1[C:16]1[CH:17]=[N:18][N:19]([C:21]([O:23][C:24]([CH3:27])([CH3:25])[CH3:26])=[O:22])[CH:20]=1)[N:12]([CH3:28])[N:11]=[CH:10]2, predict the reactants needed to synthesize it. The reactants are: [NH2:1][C:2]1[CH:30]=[CH:29][C:5]([O:6][C:7]2[CH:8]=[C:9]3[C:13](=[CH:14][C:15]=2[C:16]2[CH:17]=[N:18][N:19]([C:21]([O:23][C:24]([CH3:27])([CH3:26])[CH3:25])=[O:22])[CH:20]=2)[N:12]([CH3:28])[N:11]=[CH:10]3)=[C:4]([F:31])[CH:3]=1.[F:32][C:33]1[CH:38]=[CH:37][C:36]([N:39]2[C:44]([CH3:45])=[CH:43][CH:42]=[C:41]([C:46]([OH:48])=[O:47])[C:40]2=[O:49])=[CH:35][CH:34]=1.CCN=C=NCCCN(C)C.C1C=CC2N(O)N=NC=2C=1. (2) Given the product [CH2:1]([N:3]1[C:12]2[C:7](=[C:8]([F:33])[C:9]([O:23][CH2:24][C:25]3[CH:30]=[CH:29][C:28]([O:31][CH3:32])=[CH:27][CH:26]=3)=[C:10]([O:13][CH2:14][C:15]3[CH:16]=[CH:17][C:18]([O:21][CH3:22])=[CH:19][CH:20]=3)[CH:11]=2)[C:6](=[O:34])[C:5]([CH2:35][N:37]2[CH2:41][CH2:40][CH2:39][CH2:38]2)=[CH:4]1)[CH3:2], predict the reactants needed to synthesize it. The reactants are: [CH2:1]([N:3]1[C:12]2[C:7](=[C:8]([F:33])[C:9]([O:23][CH2:24][C:25]3[CH:30]=[CH:29][C:28]([O:31][CH3:32])=[CH:27][CH:26]=3)=[C:10]([O:13][CH2:14][C:15]3[CH:20]=[CH:19][C:18]([O:21][CH3:22])=[CH:17][CH:16]=3)[CH:11]=2)[C:6](=[O:34])[C:5]([CH:35]=O)=[CH:4]1)[CH3:2].[NH:37]1[CH2:41][CH2:40][CH2:39][CH2:38]1.C(O[BH-](OC(=O)C)OC(=O)C)(=O)C.[Na+].CC(O)=O. (3) Given the product [CH3:16][C@@H:17]1[CH2:21][CH2:22][CH2:23][N:18]1[CH2:19][CH2:25][C:29]1[CH:9]=[C:10]2[C:13](=[CH:27][CH:28]=1)[N:30]=[C:13]([C:10]1[CH:11]=[CH:12][C:7]([N:1]3[CH2:6][CH2:5][CH2:4][CH2:3][CH2:2]3)=[CH:8][CH:9]=1)[CH:14]=[CH:11]2, predict the reactants needed to synthesize it. The reactants are: [N:1]1([C:7]2[CH:12]=[CH:11][C:10]([C:13](=O)[CH3:14])=[CH:9][CH:8]=2)[CH2:6][CH2:5][CH2:4][CH2:3][CH2:2]1.[CH3:16][C:17]1[N:18]=[C:19]([C:25]2S[CH:27]=[CH:28][CH:29]=2)S[C:21]=1[C:22](=O)[CH3:23].[NH3:30]. (4) Given the product [CH2:1]([O:8][CH2:9][N:10]1[C:18]2[C:17]([NH2:19])=[N:16][C:15]([CH2:20][CH2:21][CH2:22][CH3:23])=[N:14][C:13]=2[C:12]([C:24]#[C:25][CH2:26][CH2:27][CH2:28][N:29]2[CH2:32][CH:31]([F:35])[CH2:30]2)=[CH:11]1)[C:2]1[CH:7]=[CH:6][CH:5]=[CH:4][CH:3]=1, predict the reactants needed to synthesize it. The reactants are: [CH2:1]([O:8][CH2:9][N:10]1[C:18]2[C:17]([NH2:19])=[N:16][C:15]([CH2:20][CH2:21][CH2:22][CH3:23])=[N:14][C:13]=2[C:12]([C:24]#[C:25][CH2:26][CH2:27][CH2:28][N:29]2[CH2:32][CH:31](C)[CH2:30]2)=[CH:11]1)[C:2]1[CH:7]=[CH:6][CH:5]=[CH:4][CH:3]=1.Cl.[F:35]C1CNC1. (5) Given the product [C:30]([C:27]1[CH:28]=[CH:29][C:24]([CH2:23][N:21]2[CH2:22][CH:18]([CH2:17][CH2:16][CH2:15][C:12]3[CH:13]=[CH:14][C:9]([O:8][C:5]([CH3:6])([CH3:7])[C:4]([OH:37])=[O:3])=[C:10]([CH3:36])[CH:11]=3)[N:19]([CH3:35])[C:20]2=[O:34])=[CH:25][CH:26]=1)([CH3:31])([CH3:32])[CH3:33], predict the reactants needed to synthesize it. The reactants are: C([O:3][C:4](=[O:37])[C:5]([O:8][C:9]1[CH:14]=[CH:13][C:12]([CH2:15][CH2:16][CH2:17][CH:18]2[CH2:22][N:21]([CH2:23][C:24]3[CH:29]=[CH:28][C:27]([C:30]([CH3:33])([CH3:32])[CH3:31])=[CH:26][CH:25]=3)[C:20](=[O:34])[N:19]2[CH3:35])=[CH:11][C:10]=1[CH3:36])([CH3:7])[CH3:6])C. (6) Given the product [C:1]1([C:7]2[C:8]([O:16][CH2:17][C:18]([F:21])([F:20])[F:19])=[N:9][CH:10]=[C:11]([CH:15]=2)[C:12]([N:54]([CH2:55][CH3:56])[CH:51]([CH3:53])[CH3:52])=[O:14])[CH2:6][CH2:5][CH2:4][CH2:3][CH:2]=1, predict the reactants needed to synthesize it. The reactants are: [C:1]1([C:7]2[C:8]([O:16][CH2:17][C:18]([F:21])([F:20])[F:19])=[N:9][CH:10]=[C:11]([CH:15]=2)[C:12]([OH:14])=O)[CH2:6][CH2:5][CH2:4][CH2:3][CH:2]=1.NC1C=NC=CC=1.CN(C(ON1N=NC2C=CC=CC1=2)=[N+](C)C)C.[B-](F)(F)(F)F.[CH:51]([N:54](CC)[CH:55](C)[CH3:56])([CH3:53])[CH3:52]. (7) The reactants are: [CH3:1][N:2]1[CH2:7][CH2:6][N:5]([C:8]2[CH:16]=[CH:15][C:11]([C:12](Cl)=[O:13])=[C:10]([N:17]([CH:24]3[CH2:29][CH2:28][O:27][CH2:26][CH2:25]3)[C:18](=[O:23])[C:19]([F:22])([F:21])[F:20])[CH:9]=2)[CH2:4][CH2:3]1.[CH2:30]([O:37][C:38]1[CH:39]=[C:40]2[C:44](=[CH:45][CH:46]=1)[NH:43][N:42]=[C:41]2[NH2:47])[C:31]1[CH:36]=[CH:35][CH:34]=[CH:33][CH:32]=1. Given the product [CH2:30]([O:37][C:38]1[CH:39]=[C:40]2[C:44](=[CH:45][CH:46]=1)[NH:43][N:42]=[C:41]2[NH:47][C:12](=[O:13])[C:11]1[CH:15]=[CH:16][C:8]([N:5]2[CH2:4][CH2:3][N:2]([CH3:1])[CH2:7][CH2:6]2)=[CH:9][C:10]=1[N:17]([CH:24]1[CH2:25][CH2:26][O:27][CH2:28][CH2:29]1)[C:18](=[O:23])[C:19]([F:20])([F:22])[F:21])[C:31]1[CH:36]=[CH:35][CH:34]=[CH:33][CH:32]=1, predict the reactants needed to synthesize it. (8) Given the product [I:1][C:2]1[CH:3]=[CH:4][C:5]([N:12]([CH3:17])[S:13]([CH3:16])(=[O:15])=[O:14])=[C:6]([CH:11]=1)[C:7]([O:9][CH3:10])=[O:8], predict the reactants needed to synthesize it. The reactants are: [I:1][C:2]1[CH:3]=[CH:4][C:5]([NH:12][S:13]([CH3:16])(=[O:15])=[O:14])=[C:6]([CH:11]=1)[C:7]([O:9][CH3:10])=[O:8].[C:17]([O-])([O-])=O.[K+].[K+].IC.